This data is from NCI-60 drug combinations with 297,098 pairs across 59 cell lines. The task is: Regression. Given two drug SMILES strings and cell line genomic features, predict the synergy score measuring deviation from expected non-interaction effect. (1) Drug 1: C1=NC(=NC(=O)N1C2C(C(C(O2)CO)O)O)N. Drug 2: CCN(CC)CCCC(C)NC1=C2C=C(C=CC2=NC3=C1C=CC(=C3)Cl)OC. Cell line: RXF 393. Synergy scores: CSS=27.6, Synergy_ZIP=-8.70, Synergy_Bliss=-1.52, Synergy_Loewe=-2.32, Synergy_HSA=0.649. (2) Drug 1: C1CNP(=O)(OC1)N(CCCl)CCCl. Drug 2: CC12CCC3C(C1CCC2OP(=O)(O)O)CCC4=C3C=CC(=C4)OC(=O)N(CCCl)CCCl.[Na+]. Cell line: UO-31. Synergy scores: CSS=3.62, Synergy_ZIP=-2.35, Synergy_Bliss=-4.08, Synergy_Loewe=-13.3, Synergy_HSA=-6.83. (3) Drug 1: CC1=C(C(=O)C2=C(C1=O)N3CC4C(C3(C2COC(=O)N)OC)N4)N. Drug 2: C1CN(P(=O)(OC1)NCCCl)CCCl. Cell line: SK-MEL-5. Synergy scores: CSS=66.2, Synergy_ZIP=0.903, Synergy_Bliss=1.33, Synergy_Loewe=-52.2, Synergy_HSA=2.09. (4) Drug 1: CCC1=C2CN3C(=CC4=C(C3=O)COC(=O)C4(CC)O)C2=NC5=C1C=C(C=C5)O. Drug 2: C1CNP(=O)(OC1)N(CCCl)CCCl. Cell line: IGROV1. Synergy scores: CSS=4.05, Synergy_ZIP=-1.37, Synergy_Bliss=1.50, Synergy_Loewe=-10.3, Synergy_HSA=-0.0372. (5) Drug 1: CCC1=C2CN3C(=CC4=C(C3=O)COC(=O)C4(CC)O)C2=NC5=C1C=C(C=C5)O. Drug 2: C1C(C(OC1N2C=NC(=NC2=O)N)CO)O. Cell line: A549. Synergy scores: CSS=8.12, Synergy_ZIP=1.47, Synergy_Bliss=3.29, Synergy_Loewe=-0.787, Synergy_HSA=0.984.